Dataset: Full USPTO retrosynthesis dataset with 1.9M reactions from patents (1976-2016). Task: Predict the reactants needed to synthesize the given product. (1) Given the product [CH3:1][N:2]1[C:10]2[C:5](=[CH:6][CH:7]=[C:8]([C:11]([OH:13])=[O:12])[CH:9]=2)[C:4]([C:15]2[CH:20]=[CH:19][CH:18]=[CH:17][CH:16]=2)=[CH:3]1, predict the reactants needed to synthesize it. The reactants are: [CH3:1][N:2]1[C:10]2[C:5](=[CH:6][CH:7]=[C:8]([C:11]([O:13]C)=[O:12])[CH:9]=2)[C:4]([C:15]2[CH:20]=[CH:19][CH:18]=[CH:17][CH:16]=2)=[CH:3]1.[Li+].[OH-].C(O)(=O)CC(CC(O)=O)(C(O)=O)O. (2) Given the product [CH:39]([C:31]1[CH:32]=[CH:33][CH:34]=[C:35]([CH:36]([CH3:37])[CH3:38])[C:30]=1[NH:29][C:27](=[O:28])[CH2:26][N:10]1[C:9](=[O:21])[C:8]([CH3:7])([CH2:22][CH2:23][CH3:24])[N:12]([C:13]2[CH:14]=[CH:15][C:16]([CH3:19])=[CH:17][CH:18]=2)[C:11]1=[O:20])([CH3:40])[CH3:41], predict the reactants needed to synthesize it. The reactants are: C(=O)([O-])[O-].[K+].[K+].[CH3:7][C:8]1([CH2:22][CH2:23][CH3:24])[N:12]([C:13]2[CH:18]=[CH:17][C:16]([CH3:19])=[CH:15][CH:14]=2)[C:11](=[O:20])[NH:10][C:9]1=[O:21].Cl[CH2:26][C:27]([NH:29][C:30]1[C:35]([CH:36]([CH3:38])[CH3:37])=[CH:34][CH:33]=[CH:32][C:31]=1[CH:39]([CH3:41])[CH3:40])=[O:28].O. (3) Given the product [O:23]1[CH2:28][CH2:27][N:26]([C:29]2[CH:36]=[CH:35][C:32]([C:33]3[NH:20][C:19]4[CH:18]=[CH:17][C:6]([NH:7][C:8](=[O:16])[C:9]5[CH:14]=[CH:13][CH:12]=[CH:11][C:10]=5[OH:15])=[CH:5][C:4]=4[N:1]=3)=[CH:31][CH:30]=2)[CH2:25][CH2:24]1, predict the reactants needed to synthesize it. The reactants are: [N+:1]([C:4]1[CH:5]=[C:6]([CH:17]=[CH:18][C:19]=1[N+:20]([O-])=O)[NH:7][C:8](=[O:16])[C:9]1[CH:14]=[CH:13][CH:12]=[CH:11][C:10]=1[OH:15])([O-])=O.[O:23]1[CH2:28][CH2:27][N:26]([C:29]2[CH:36]=[CH:35][C:32]([CH:33]=O)=[CH:31][CH:30]=2)[CH2:25][CH2:24]1. (4) Given the product [Cl:13][C:10]1[C:9]2[C:4](=[CH:5][C:6]([F:15])=[CH:7][C:8]=2[F:14])[N:3]=[C:2]([N:19]2[CH2:20][CH2:21][O:22][C:17]([CH3:23])([CH3:16])[CH2:18]2)[C:11]=1[CH3:12], predict the reactants needed to synthesize it. The reactants are: Cl[C:2]1[C:11]([CH3:12])=[C:10]([Cl:13])[C:9]2[C:4](=[CH:5][C:6]([F:15])=[CH:7][C:8]=2[F:14])[N:3]=1.[CH3:16][C:17]1([CH3:23])[O:22][CH2:21][CH2:20][NH:19][CH2:18]1. (5) Given the product [CH3:34][C@@H:35]([O:39][C:40]1[N:48]=[C:47]2[C:43]([N:44]=[C:45]([O:49][CH3:50])[N:46]2[CH2:53][CH2:54][CH2:55][CH2:56][CH:57]2[CH2:62][CH2:61][CH2:60][CH2:59][O:58]2)=[C:42]([NH2:51])[N:41]=1)[CH2:36][CH2:37][CH3:38], predict the reactants needed to synthesize it. The reactants are: C(NC1N=C2C(N=C(OC)N2CCCCC2CCCO2)=C(N)N=1)CCC.FC(F)(F)C(O)=O.[CH3:34][C@@H:35]([O:39][C:40]1[NH:41][C:42]([NH2:51])=[C:43]2[C:47]([N:48]=1)=[N:46][C:45]([O:49][CH3:50])=[N:44]2)[CH2:36][CH2:37][CH3:38].Br[CH2:53][CH2:54][CH2:55][CH2:56][CH:57]1[CH2:62][CH2:61][CH2:60][CH2:59][O:58]1. (6) Given the product [NH2:1][C:2]1[N:7]=[C:6]([N:8]2[CH2:13][CH2:12][CH2:11][C@H:10]([C:14]([NH:16][C:17]3[CH:22]=[CH:21][C:20]([O:23][CH3:24])=[CH:19][CH:18]=3)=[O:15])[CH2:9]2)[CH:5]=[C:4]([C:25]2[CH:26]=[C:27]3[C:28]([C:31]([NH2:32])=[N:43][NH:44]3)=[CH:29][CH:30]=2)[N:3]=1, predict the reactants needed to synthesize it. The reactants are: [NH2:1][C:2]1[N:7]=[C:6]([N:8]2[CH2:13][CH2:12][CH2:11][C@H:10]([C:14]([NH:16][C:17]3[CH:22]=[CH:21][C:20]([O:23][CH3:24])=[CH:19][CH:18]=3)=[O:15])[CH2:9]2)[CH:5]=[C:4]([C:25]2[CH:30]=[CH:29][C:28]([C:31]#[N:32])=[C:27](F)[CH:26]=2)[N:3]=1.CCN(C(C)C)C(C)C.[NH2:43][NH2:44]. (7) Given the product [Cl:20][C:17]1[CH:16]=[CH:15][C:14]([C:11]([N:6]2[C:7]3[C:3](=[C:2]([NH:1][S:33]([CH3:32])(=[O:35])=[O:34])[CH:10]=[CH:9][CH:8]=3)[CH:4]=[CH:5]2)([C:21]2([OH:24])[CH2:22][CH2:23]2)[CH2:12][CH3:13])=[CH:19][CH:18]=1, predict the reactants needed to synthesize it. The reactants are: [NH2:1][C:2]1[CH:10]=[CH:9][CH:8]=[C:7]2[C:3]=1[CH:4]=[CH:5][N:6]2[C:11]([C:21]1([OH:24])[CH2:23][CH2:22]1)([C:14]1[CH:19]=[CH:18][C:17]([Cl:20])=[CH:16][CH:15]=1)[CH2:12][CH3:13].CN1CCOCC1.[CH3:32][S:33](Cl)(=[O:35])=[O:34].